Dataset: Peptide-MHC class I binding affinity with 185,985 pairs from IEDB/IMGT. Task: Regression. Given a peptide amino acid sequence and an MHC pseudo amino acid sequence, predict their binding affinity value. This is MHC class I binding data. The MHC is HLA-B27:05 with pseudo-sequence HLA-B27:05. The binding affinity (normalized) is 0.595. The peptide sequence is FRNQVKIRR.